This data is from Experimentally validated miRNA-target interactions with 360,000+ pairs, plus equal number of negative samples. The task is: Binary Classification. Given a miRNA mature sequence and a target amino acid sequence, predict their likelihood of interaction. (1) The miRNA is hsa-miR-6727-3p with sequence UCCUGCCACCUCCUCCGCAG. The protein sequence of the target gene is MDPKQTTLLCLVLCLGQRIQAQEGDFPMPFISAKSSPVIPLDGSVKIQCQAIREAYLTQLMIIKNSTYREIGRRLKFWNETDPEFVIDHMDANKAGRYQCQYRIGHYRFRYSDTLELVVTGLYGKPFLSADRGLVLMPGENISLTCSSAHIPFDRFSLAKEGELSLPQHQSGEHPANFSLGPVDLNVSGIYRCYGWYNRSPYLWSFPSNALELVVTDSIHQDYTTQNLIRMAVAGLVLVALLAILVENWHSHTALNKEASADVAEPSWSQQMCQPGLTFARTPSVCK. Result: 1 (interaction). (2) The miRNA is bta-miR-221 with sequence AGCUACAUUGUCUGCUGGGUUU. The protein sequence of the target gene is MQASPIRIPTVSNDIDWDFCFHMSQQTEIPAHQQTDELYPTGGCGESEEETKAKEKEKAIDCMSHPKEKLAQSQKKVAQLIKEKMNTQANKELIRCVILSRIIFGDHHWKCARALANLAYGYLTLRGLPVQAKKHATSAKNTLLTWKANTTSNKEKEEILEALVKLYYTLGVAWLLQNRGREAYFNLQKAERNMKELKELYKGGVCELQVSENDLTLALGRASLAIHRLNLALAYFEKAIGDVIAAKGDRTSDLISLYEEAAQIEQLRRNHNQAIQYLQQAHSVCVSLFTEVSPKTAEMS.... Result: 0 (no interaction). (3) Result: 1 (interaction). The protein sequence of the target gene is MPSKSACLRHTEAPGQLEGRMLQGQPPNTEKKLIPTPGFLPASDSQGSETNPMPPFSIPAKTSNQNPQTKANLITPQPPIRPKLERTLSLDDKGWRRRRFRGSQEDLTVQNGASPCRGSLQDSVAQSPAYSRPLPCLSTSLQEIPKSRRATGSEGGSPSLWSDCLSGMISTSLDLLHRDAASGGPPSRLASLHASHTPPAMDLSIASSSLRTANKVDPEHTDYKLRMQTRLVRAHSNLGPSRPRSPLAGDDHSIHSARSFSLLAPIRTKDIRSRSYLEGSLLASGALLGAEELARYFPDR.... The miRNA is mmu-miR-338-3p with sequence UCCAGCAUCAGUGAUUUUGUUG. (4) The miRNA is hsa-miR-4661-3p with sequence CAGGAUCCACAGAGCUAGUCCA. The protein sequence of the target gene is MHQLFRLVLGQKDLSKAGDLFSLDDAEIEDSLTEALEQIKVISSSLDYQTNNNDQAVVEICITRITTAIRETESIEKHARALVGLWDSCLEHNLRPAGKDEDTPHAKIASDIMSCILQNYNRTPVMVLAVPIAVKFLHRGSKELCRNMSNYLSLAAITKADLLADHTEGIIKSILQGNAMLLRVLPAVYEKQPQPINRHLAELLALMSQLEQTEQYHLLRLLHVAAKRKDVEVVQKCVPFLIRNLKDSTYNDIILNILIEIAGHEPLALNSFLPMLKEIAEQFPYLTGQMARIFGAVGHV.... Result: 0 (no interaction). (5) The miRNA is hsa-miR-30e-5p with sequence UGUAAACAUCCUUGACUGGAAG. The protein sequence of the target gene is MARRSVLYFILLNALINKGQACFCDHYAWTQWTSCSKTCNSGTQSRHRQIVVDKYYQENFCEQICSKQETRECNWQRCPINCLLGDFGPWSDCDPCIEKQSKVRSVLRPSQFGGQPCTAPLVAFQPCIPSKLCKIEEADCKNKFRCDSGRCIARKLECNGENDCGDNSDERDCGRTKAVCTRKYNPIPSVQLMGNGFHFLAGEPRGEVLDNSFTGGICKTVKSSRTSNPYRVPANLENVGFEVQTAEDDLKTDFYKDLTSLGHNENQQGSFSSQGGSSFSVPIFYSSKRSENINHNSAFK.... Result: 0 (no interaction).